This data is from Full USPTO retrosynthesis dataset with 1.9M reactions from patents (1976-2016). The task is: Predict the reactants needed to synthesize the given product. (1) The reactants are: [I-].C[P+](C1C=CC=CC=1)(C1C=CC=CC=1)C1C=CC=CC=1.[CH2:22]([Li])[CH2:23][CH2:24][CH3:25].CCCCCC.[CH2:33]([C:35]1[CH:42]=CC(C=O)=[CH:37][CH:36]=1)[CH3:34]. Given the product [CH2:24]([C:23]1[CH:22]=[CH:42][C:35]([CH:36]=[CH2:37])=[CH:33][CH:34]=1)[CH3:25], predict the reactants needed to synthesize it. (2) Given the product [Br:18][C:19]1[CH:24]=[CH:23][C:22]([N:1]2[CH:5]=[C:4]([C:6]3[C:7]([C:12]4[CH:13]=[CH:14][CH:15]=[CH:16][CH:17]=4)=[N:8][O:9][C:10]=3[CH3:11])[N:3]=[CH:2]2)=[CH:21][CH:20]=1, predict the reactants needed to synthesize it. The reactants are: [NH:1]1[CH:5]=[C:4]([C:6]2[C:7]([C:12]3[CH:17]=[CH:16][CH:15]=[CH:14][CH:13]=3)=[N:8][O:9][C:10]=2[CH3:11])[N:3]=[CH:2]1.[Br:18][C:19]1[CH:24]=[CH:23][CH:22]=[CH:21][C:20]=1B(O)O. (3) The reactants are: [CH2:1]([O:3][C:4]1[C:5]([B:14]2[O:18][C:17]([CH3:20])(C)C(C)(C)[O:15]2)=[C:6]([CH:9]=[CH:10][C:11]=1[O:12][CH3:13])C=O)[CH3:2].[N+:23](C)([O-:25])=[O:24]. Given the product [CH2:1]([O:3][C:4]1[C:5]2[B:14]([OH:15])[O:18][CH:17]([CH2:20][N+:23]([O-:25])=[O:24])[C:6]=2[CH:9]=[CH:10][C:11]=1[O:12][CH3:13])[CH3:2], predict the reactants needed to synthesize it.